The task is: Predict the product of the given reaction.. This data is from Forward reaction prediction with 1.9M reactions from USPTO patents (1976-2016). (1) Given the reactants [CH3:1][C:2]1[CH:3]=[C:4]([NH:9][C:10]2[CH:15]=[CH:14][CH:13]=[CH:12][CH:11]=2)[C:5]([NH2:8])=[CH:6][CH:7]=1.[C:16]([O:20][C:21]([NH:23][C@@H:24]([CH3:28])[C:25](O)=O)=[O:22])([CH3:19])([CH3:18])[CH3:17].C1C=NC2N(O)N=NC=2C=1.Cl.CN(C)CCCN=C=NCC.CN1CCOCC1, predict the reaction product. The product is: [C:16]([O:20][C:21](=[O:22])[NH:23][C@H:24]([C:25]1[N:9]([C:10]2[CH:11]=[CH:12][CH:13]=[CH:14][CH:15]=2)[C:4]2[CH:3]=[C:2]([CH3:1])[CH:7]=[CH:6][C:5]=2[N:8]=1)[CH3:28])([CH3:19])([CH3:18])[CH3:17]. (2) The product is: [C:1]([N:8]1[CH2:12][C@@H:11]([N:13]([CH:20]2[CH2:25][CH2:24][C:23]([CH3:27])([CH3:26])[CH2:22][CH2:21]2)[C:14](=[O:19])[C:15]([CH3:18])([CH3:16])[CH3:17])[CH2:10][C@H:9]1[C:28]([OH:30])=[O:29])([O:3][C:4]([CH3:5])([CH3:6])[CH3:7])=[O:2]. Given the reactants [C:1]([N:8]1[CH2:12][C@@H:11]([N:13]([CH:20]2[CH2:25][CH2:24][C:23]([CH3:27])([CH3:26])[CH2:22][CH2:21]2)[C:14](=[O:19])[C:15]([CH3:18])([CH3:17])[CH3:16])[CH2:10][C@@:9]1(C)[C:28]([O-:30])=[O:29])([O:3][C:4]([CH3:7])([CH3:6])[CH3:5])=[O:2].[Li+].[OH-], predict the reaction product.